Dataset: Reaction yield outcomes from USPTO patents with 853,638 reactions. Task: Predict the reaction yield, written as a fraction of the theoretical maximum amount of product (1.0 means a 100% yield; for example, 0.34 means a 34% yield). The reactants are [CH3:1][C:2]1([C:5]#[C:6][C:7]2[CH:13]=[C:12]([N+:14]([O-:16])=[O:15])[CH:11]=[CH:10][C:8]=2[NH2:9])[CH2:4][CH2:3]1.N1C=CC=CC=1.[C:23](Cl)(=[O:27])[CH2:24][CH2:25][CH3:26]. The catalyst is C(Cl)Cl. The product is [CH3:1][C:2]1([C:5]#[C:6][C:7]2[CH:13]=[C:12]([N+:14]([O-:16])=[O:15])[CH:11]=[CH:10][C:8]=2[NH:9][C:23](=[O:27])[CH2:24][CH2:25][CH3:26])[CH2:4][CH2:3]1. The yield is 0.820.